This data is from Forward reaction prediction with 1.9M reactions from USPTO patents (1976-2016). The task is: Predict the product of the given reaction. (1) Given the reactants [CH2:1]([O:8][N:9]1[C:14]2[N:15]=[CH:16][N:17]=[CH:18][C:13]=2[C:12](O)=[C:11]([I:20])[C:10]1=[O:21])[C:2]1[CH:7]=[CH:6][CH:5]=[CH:4][CH:3]=1.C([N:24]([CH2:27][CH3:28])CC)C, predict the reaction product. The product is: [CH2:27]([NH:24][C:12]1[C:13]2[CH:18]=[N:17][CH:16]=[N:15][C:14]=2[N:9]([O:8][CH2:1][C:2]2[CH:7]=[CH:6][CH:5]=[CH:4][CH:3]=2)[C:10](=[O:21])[C:11]=1[I:20])[C:28]1[CH:6]=[CH:7][CH:2]=[CH:3][CH:4]=1. (2) Given the reactants [CH3:1][O:2][C:3]1[CH:8]=[CH:7][C:6](B(O)O)=[CH:5][CH:4]=1.I[C:13]1[C:21]2[C:16](=[N:17][CH:18]=[N:19][C:20]=2[NH2:22])[N:15]([CH:23]([CH3:25])[CH3:24])[N:14]=1.C([O-])([O-])=O.[Na+].[Na+], predict the reaction product. The product is: [CH:23]([N:15]1[C:16]2=[N:17][CH:18]=[N:19][C:20]([NH2:22])=[C:21]2[C:13]([C:6]2[CH:7]=[CH:8][C:3]([O:2][CH3:1])=[CH:4][CH:5]=2)=[N:14]1)([CH3:25])[CH3:24]. (3) Given the reactants [CH3:1][O:2][C:3]([NH:5][C@@H:6]([CH:52]([CH3:54])[CH3:53])[C:7]([N:9]1[C@H:14]([C:15]2[NH:19][C:18]3[C:20]4[C:25]([CH:26]=[CH:27][C:17]=3[N:16]=2)=[CH:24][C:23]([C:28]2[CH:33]=[CH:32][C:31]([C:34]3[NH:38][C:37]([C@@H:39]5[CH2:43][CH2:42][CH2:41][N:40]5C(OC(C)(C)C)=O)=[N:36][CH:35]=3)=[CH:30][CH:29]=2)=[CH:22][CH:21]=4)[C@@H:13]2[CH2:51][C@H:10]1[CH2:11][CH2:12]2)=[O:8])=[O:4].Cl.[CH3:56][O:57][C:58]([NH:60][C@@H:61]([CH:65]1[CH2:70][CH2:69][O:68][CH2:67][CH2:66]1)[C:62]([OH:64])=O)=[O:59].CN(C(ON1N=NC2C=CC=NC1=2)=[N+](C)C)C.F[P-](F)(F)(F)(F)F.CCN(C(C)C)C(C)C, predict the reaction product. The product is: [CH3:1][O:2][C:3]([NH:5][C@@H:6]([CH:52]([CH3:54])[CH3:53])[C:7]([N:9]1[C@H:14]([C:15]2[NH:19][C:18]3[C:20]4[C:25]([CH:26]=[CH:27][C:17]=3[N:16]=2)=[CH:24][C:23]([C:28]2[CH:29]=[CH:30][C:31]([C:34]3[NH:38][C:37]([C@@H:39]5[CH2:43][CH2:42][CH2:41][N:40]5[C:62](=[O:64])[C@@H:61]([NH:60][C:58](=[O:59])[O:57][CH3:56])[CH:65]5[CH2:70][CH2:69][O:68][CH2:67][CH2:66]5)=[N:36][CH:35]=3)=[CH:32][CH:33]=2)=[CH:22][CH:21]=4)[C@@H:13]2[CH2:51][C@H:10]1[CH2:11][CH2:12]2)=[O:8])=[O:4]. (4) Given the reactants [CH3:1][O:2][C:3](=[O:29])[CH2:4][C@H:5]1[C:9]2[CH:10]=[CH:11][C:12]([O:14][C@H:15]3[C:23]4[C:18](=[C:19](Br)[C:20]([C:24]([F:27])([F:26])[F:25])=[CH:21][CH:22]=4)[CH2:17][CH2:16]3)=[CH:13][C:8]=2[O:7][CH2:6]1.[O:30]1[CH2:36][CH2:35][CH2:34][NH+:33]([CH2:37][B-](F)(F)F)[CH2:32][CH2:31]1, predict the reaction product. The product is: [CH3:1][O:2][C:3](=[O:29])[CH2:4][C@H:5]1[C:9]2[CH:10]=[CH:11][C:12]([O:14][C@H:15]3[C:23]4[C:18](=[C:19]([CH2:37][N:33]5[CH2:34][CH2:35][CH2:36][O:30][CH2:31][CH2:32]5)[C:20]([C:24]([F:27])([F:26])[F:25])=[CH:21][CH:22]=4)[CH2:17][CH2:16]3)=[CH:13][C:8]=2[O:7][CH2:6]1. (5) Given the reactants [O:1]=[C:2]1[C:6]2([CH2:11][CH2:10][CH2:9][N:8]([C:12]([O:14][C:15]([CH3:18])([CH3:17])[CH3:16])=[O:13])[CH2:7]2)[CH:5]([C:19]2[CH:24]=[CH:23][CH:22]=[CH:21][CH:20]=2)[CH2:4][NH:3]1.[H-].[Na+].ClC(Cl)(Cl)S(O[CH2:33][C:34]([F:37])([F:36])[F:35])(=O)=O, predict the reaction product. The product is: [O:1]=[C:2]1[C:6]2([CH2:11][CH2:10][CH2:9][N:8]([C:12]([O:14][C:15]([CH3:18])([CH3:17])[CH3:16])=[O:13])[CH2:7]2)[CH:5]([C:19]2[CH:20]=[CH:21][CH:22]=[CH:23][CH:24]=2)[CH2:4][N:3]1[CH2:33][C:34]([F:37])([F:36])[F:35]. (6) Given the reactants CON(C)[C:4](=[O:19])[CH2:5][CH:6]([C:13]1[CH:18]=[CH:17][CH:16]=[CH:15][CH:14]=1)[C:7]1[CH:12]=[CH:11][CH:10]=[CH:9][CH:8]=1.[F:21][C:22]1[CH:27]=[C:26](I)[CH:25]=[C:24]([CH3:29])[N:23]=1, predict the reaction product. The product is: [F:21][C:22]1[CH:27]=[C:26]([C:4](=[O:19])[CH2:5][CH:6]([C:7]2[CH:8]=[CH:9][CH:10]=[CH:11][CH:12]=2)[C:13]2[CH:14]=[CH:15][CH:16]=[CH:17][CH:18]=2)[CH:25]=[C:24]([CH3:29])[N:23]=1. (7) Given the reactants [F:1][C:2]1[CH:10]=[C:9]2[C:5]([C:6]([C:20]3[CH:33]=[CH:32][C:23]4[NH:24][C:25]([CH2:27][CH2:28][C:29]([NH2:31])=[O:30])=[N:26][C:22]=4[CH:21]=3)=[CH:7][N:8]2S(C2C=CC=CC=2)(=O)=O)=[CH:4][CH:3]=1.[OH-].[K+].Cl, predict the reaction product. The product is: [F:1][C:2]1[CH:10]=[C:9]2[C:5]([C:6]([C:20]3[CH:33]=[CH:32][C:23]4[NH:24][C:25]([CH2:27][CH2:28][C:29]([NH2:31])=[O:30])=[N:26][C:22]=4[CH:21]=3)=[CH:7][NH:8]2)=[CH:4][CH:3]=1. (8) Given the reactants [Cl:1][C:2]1[N:7]=[C:6](Cl)[C:5]([F:9])=[CH:4][N:3]=1.C(N(CC)CC)C.[C:17]([NH2:20])#[C:18][CH3:19].O, predict the reaction product. The product is: [Cl:1][C:2]1[N:7]=[C:6]([NH:20][CH2:17][C:18]#[CH:19])[C:5]([F:9])=[CH:4][N:3]=1.